Dataset: Forward reaction prediction with 1.9M reactions from USPTO patents (1976-2016). Task: Predict the product of the given reaction. (1) Given the reactants C[O:2][C:3](=[O:26])[CH2:4][C:5]1[CH:14]=[C:13]([Cl:15])[CH:12]=[C:11]2[C:6]=1[C:7]([CH3:25])=[C:8]([CH2:17][C:18]1[CH:23]=[CH:22][C:21]([Cl:24])=[CH:20][CH:19]=1)[C:9]([CH3:16])=[N:10]2.CO.O.[OH-].[Li+], predict the reaction product. The product is: [Cl:15][C:13]1[CH:12]=[C:11]2[C:6]([C:7]([CH3:25])=[C:8]([CH2:17][C:18]3[CH:19]=[CH:20][C:21]([Cl:24])=[CH:22][CH:23]=3)[C:9]([CH3:16])=[N:10]2)=[C:5]([CH2:4][C:3]([OH:26])=[O:2])[CH:14]=1. (2) Given the reactants [O:1]1[C:5]2[CH:6]=[CH:7][CH:8]=[CH:9][C:4]=2[CH:3]=[C:2]1[C:10]([NH:12][C:13]1([C:19]([NH:21][CH:22]2[CH2:27][CH2:26][N:25]([C:28]3[CH:33]=[CH:32][CH:31]=[CH:30][C:29]=3[NH2:34])[CH2:24][CH:23]2[OH:35])=[O:20])[CH2:18][CH2:17][CH2:16][CH2:15][CH2:14]1)=[O:11].[CH2:36](N(CC)CC)C.[Cl:43][CH2:44][C:45]([CH3:50])([CH3:49])[C:46](Cl)=[O:47].O, predict the reaction product. The product is: [O:1]1[C:5]2[CH:6]=[CH:7][CH:8]=[CH:9][C:4]=2[CH:3]=[C:2]1[C:10]([NH:12][C:13]1([C:19]([NH:21][CH:22]2[CH2:27][CH2:26][N:25]([C:28]3[CH:33]=[CH:32][CH:31]=[CH:30][C:29]=3[NH:34][C:46](=[O:47])[C:45]([CH3:50])([CH3:49])[CH:44]([Cl:43])[CH3:36])[CH2:24][CH:23]2[OH:35])=[O:20])[CH2:18][CH2:17][CH2:16][CH2:15][CH2:14]1)=[O:11]. (3) Given the reactants Cl.[CH3:2][N:3]([CH2:5][CH:6]1[CH2:14][C:13]2[C:8](=[CH:9][CH:10]=[C:11]([F:15])[CH:12]=2)[C:7]1=[O:16])[CH3:4].[OH-].[Na+], predict the reaction product. The product is: [CH3:4][N:3]([CH2:5][CH:6]1[CH2:14][C:13]2[C:8](=[CH:9][CH:10]=[C:11]([F:15])[CH:12]=2)[C:7]1=[O:16])[CH3:2]. (4) Given the reactants [N+:1]([CH2:3][C:4]([O:6][CH3:7])=[O:5])#[C-].[CH:8]([C:10]1[CH:19]=[CH:18][CH:17]=[CH:16][C:11]=1[C:12]([O:14]C)=O)=O.[H-].[Na+].C(O)(=O)C, predict the reaction product. The product is: [O:14]=[C:12]1[C:11]2[C:10](=[CH:19][CH:18]=[CH:17][CH:16]=2)[CH:8]=[C:3]([C:4]([O:6][CH3:7])=[O:5])[NH:1]1.